This data is from Forward reaction prediction with 1.9M reactions from USPTO patents (1976-2016). The task is: Predict the product of the given reaction. (1) Given the reactants [CH3:1][C@@:2]1([C:22]([NH2:24])=[O:23])[C@@H:4]([C:5]2[CH:10]=[CH:9][CH:8]=[CH:7][CH:6]=2)[C@@H:3]1[C:11]1[CH:16]=[CH:15][C:14]([C:17]2O[CH:19]=[CH:20][N:21]=2)=[CH:13][CH:12]=1.BrC1C=CC([C@@H]2[C@@H](C3C=CC=CC=3)[C@H]2C(OC)=O)=CC=1.[CH3:45][N:46]1C=CN=C1[Sn](CCCC)(CCCC)CCCC, predict the reaction product. The product is: [CH3:1][C@@:2]1([C:22]([NH2:24])=[O:23])[C@@H:4]([C:5]2[CH:6]=[CH:7][CH:8]=[CH:9][CH:10]=2)[C@@H:3]1[C:11]1[CH:16]=[CH:15][C:14]([C:17]2[N:46]([CH3:45])[CH:19]=[CH:20][N:21]=2)=[CH:13][CH:12]=1. (2) Given the reactants CC1C=CC(S(O[CH2:12][CH2:13][O:14][C:15]2[CH:20]=[CH:19][C:18]([CH2:21][C@H:22]([NH:43][C:44]([O:46][C@@H:47]3[C@H:54]4[C@H:50]([O:51][CH2:52][CH2:53]4)[O:49][CH2:48]3)=[O:45])[C@H:23]([OH:42])[CH2:24][N:25]([S:30]([C:33]3[CH:41]=[CH:40][C:36]4[O:37][CH2:38][O:39][C:35]=4[CH:34]=3)(=[O:32])=[O:31])[CH2:26][CH:27]([CH3:29])[CH3:28])=[CH:17][CH:16]=2)(=O)=O)=CC=1.[S:55]1[CH2:59][CH2:58][NH:57][CH2:56]1.CS(C)=O, predict the reaction product. The product is: [O:37]1[C:36]2[CH:40]=[CH:41][C:33]([S:30]([N:25]([CH2:26][CH:27]([CH3:29])[CH3:28])[CH2:24][C@@H:23]([OH:42])[C@@H:22]([NH:43][C:44](=[O:45])[O:46][C@@H:47]3[C@H:54]4[C@H:50]([O:51][CH2:52][CH2:53]4)[O:49][CH2:48]3)[CH2:21][C:18]3[CH:17]=[CH:16][C:15]([O:14][CH2:13][CH2:12][N:57]4[CH2:58][CH2:59][S:55][CH2:56]4)=[CH:20][CH:19]=3)(=[O:32])=[O:31])=[CH:34][C:35]=2[O:39][CH2:38]1.